Dataset: Catalyst prediction with 721,799 reactions and 888 catalyst types from USPTO. Task: Predict which catalyst facilitates the given reaction. (1) Reactant: [CH2:1]([O:8][C:9]1[C:14]([N+:15]([O-:17])=[O:16])=[CH:13][N:12]=[C:11](Cl)[N:10]=1)[C:2]1[CH:7]=[CH:6][CH:5]=[CH:4][CH:3]=1.[OH:19][CH2:20][C@@H:21]([NH:23][C:24](=[O:30])[O:25][C:26]([CH3:29])([CH3:28])[CH3:27])[CH3:22].P([O-])([O-])([O-])=O.[K+].[K+].[K+].C(#N)CC. Product: [CH2:1]([O:8][C:9]1[C:14]([N+:15]([O-:17])=[O:16])=[CH:13][N:12]=[C:11]([O:19][CH2:20][C@@H:21]([NH:23][C:24](=[O:30])[O:25][C:26]([CH3:29])([CH3:28])[CH3:27])[CH3:22])[N:10]=1)[C:2]1[CH:7]=[CH:6][CH:5]=[CH:4][CH:3]=1. The catalyst class is: 6. (2) The catalyst class is: 6. Product: [CH2:1]([C:5]1[N:10]=[C:9]([CH2:11][CH2:12][OH:13])[N:8]([C:15]2[CH:16]=[CH:17][C:18]3[O:22][CH2:21][CH2:20][C:19]=3[CH:23]=2)[C:7](=[O:24])[C:6]=1[CH2:25][C:26]1[CH:31]=[CH:30][C:29]([C:32]2[CH:37]=[CH:36][CH:35]=[CH:34][C:33]=2[C:38]2[NH:42][C:41](=[O:43])[O:40][N:39]=2)=[CH:28][CH:27]=1)[CH2:2][CH2:3][CH3:4]. Reactant: [CH2:1]([C:5]1[N:10]=[C:9]([CH2:11][CH2:12][O:13]C)[N:8]([C:15]2[CH:16]=[CH:17][C:18]3[O:22][CH2:21][CH2:20][C:19]=3[CH:23]=2)[C:7](=[O:24])[C:6]=1[CH2:25][C:26]1[CH:31]=[CH:30][C:29]([C:32]2[CH:37]=[CH:36][CH:35]=[CH:34][C:33]=2[C:38]2[NH:42][C:41](=[O:43])[O:40][N:39]=2)=[CH:28][CH:27]=1)[CH2:2][CH2:3][CH3:4].CC(=O)CC.Cl.